From a dataset of Reaction yield outcomes from USPTO patents with 853,638 reactions. Predict the reaction yield, written as a fraction of the theoretical maximum amount of product (1.0 means a 100% yield; for example, 0.34 means a 34% yield). The reactants are [CH3:1][C@@H:2]1[O:7][C@@H:6]([O:8][C@H:9]2[C@@H:100]3[NH:101][C:102](=[O:103])[C@@H:81]([C:82]4[CH:83]=[CH:84][C:85]([OH:107])=[C:86]([C:88]5[C:93]([OH:94])=[CH:92][C:91]([OH:95])=[CH:90][C:89]=5[C@@H:96]([C:104]([OH:106])=[O:105])[NH:97][C:98]3=[O:99])[CH:87]=4)[NH:80][C:78](=[O:79])[C@H:77]3[C:20]4=[CH:21][C:22]([O:60][C:61]5[CH:62]=[CH:63][C:64]([C@@H:68]([OH:122])[C@@H:69]([NH:112][C:113]([C@H:115]([NH:120][CH3:121])[CH2:116][CH:117]([CH3:119])[CH3:118])=[O:114])[C:70]([NH:72][C@@H:73]([CH2:108][C:109]([NH2:111])=[O:110])[C:74]([NH:76]3)=[O:75])=[O:71])=[CH:65][C:66]=5[Cl:67])=[C:23]([O:24][C@@H:25]3[O:30][C@H:29]([CH2:31][OH:32])[C@@H:28]([OH:33])[C@H:27]([OH:34])[C@H:26]3[O:35][C@@H:36]3[O:41][C@@H:40]([CH3:42])[C@H:39]([OH:43])[C@:38]([NH:45][CH2:46][C:47]5[CH:48]=[CH:49][C:50]([C:53]6[CH:54]=[CH:55][C:56]([Cl:59])=[CH:57][CH:58]=6)=[CH:51][CH:52]=5)([CH3:44])[CH2:37]3)[C:18](=[CH:19]4)[O:17][C:13]3=[C:14]([Cl:16])[CH:15]=[C:10]2[CH:11]=[CH:12]3)[CH2:5][C@@:4]([NH2:124])([CH3:123])[C@H:3]1[OH:125].OP(O)(O)=O.C([O-])(O)=O.[Na+].O. The catalyst is O1CCOCC1.O.O1CCOCC1. The product is [CH3:1][C@@H:2]1[O:7][C@@H:6]([O:8][C@H:9]2[C@@H:100]3[NH:101][C:102](=[O:103])[C@@H:81]([C:82]4[CH:83]=[CH:84][C:85]([OH:107])=[C:86]([C:88]5[C:93]([OH:94])=[CH:92][C:91]([OH:95])=[CH:90][C:89]=5[C@@H:96]([C:104]([OH:106])=[O:105])[NH:97][C:98]3=[O:99])[CH:87]=4)[NH:80][C:78](=[O:79])[C@H:77]3[C:20]4=[CH:21][C:22]([O:60][C:61]5[CH:62]=[CH:63][C:64]([C@@H:68]([OH:122])[C@@H:69]([NH:112][C:113]([C@H:115]([NH:120][CH3:121])[CH2:116][CH:117]([CH3:118])[CH3:119])=[O:114])[C:70]([NH:72][C@@H:73]([CH2:108][C:109]([NH2:111])=[O:110])[C:74]([NH:76]3)=[O:75])=[O:71])=[CH:65][C:66]=5[Cl:67])=[C:23]([O:24][C@@H:25]3[O:30][C@H:29]([CH2:31][OH:32])[C@@H:28]([OH:33])[C@H:27]([OH:34])[C@H:26]3[O:35][C@@H:36]3[O:41][C@@H:40]([CH3:42])[C@H:39]([OH:43])[C@:38]([NH:45][CH2:46][C:47]5[CH:52]=[CH:51][C:50]([C:53]6[CH:58]=[CH:57][C:56]([Cl:59])=[CH:55][CH:54]=6)=[CH:49][CH:48]=5)([CH3:44])[CH2:37]3)[C:18](=[CH:19]4)[O:17][C:13]3=[C:14]([Cl:16])[CH:15]=[C:10]2[CH:11]=[CH:12]3)[CH2:5][C@@:4]([NH2:124])([CH3:123])[C@H:3]1[OH:125]. The yield is 1.03.